Dataset: NCI-60 drug combinations with 297,098 pairs across 59 cell lines. Task: Regression. Given two drug SMILES strings and cell line genomic features, predict the synergy score measuring deviation from expected non-interaction effect. (1) Drug 1: CC12CCC(CC1=CCC3C2CCC4(C3CC=C4C5=CN=CC=C5)C)O. Drug 2: B(C(CC(C)C)NC(=O)C(CC1=CC=CC=C1)NC(=O)C2=NC=CN=C2)(O)O. Cell line: 786-0. Synergy scores: CSS=3.47, Synergy_ZIP=-3.16, Synergy_Bliss=-0.0997, Synergy_Loewe=-0.355, Synergy_HSA=-0.268. (2) Drug 1: CN(CCCl)CCCl.Cl. Drug 2: C(CCl)NC(=O)N(CCCl)N=O. Cell line: 786-0. Synergy scores: CSS=35.0, Synergy_ZIP=-9.25, Synergy_Bliss=-0.542, Synergy_Loewe=-24.1, Synergy_HSA=2.76.